Dataset: Forward reaction prediction with 1.9M reactions from USPTO patents (1976-2016). Task: Predict the product of the given reaction. (1) The product is: [CH3:21][O:20][C:13]1[CH:12]=[C:11]([N:9]2[CH2:10][CH2:5][NH:6][CH2:7][CH2:8]2)[CH:16]=[CH:15][C:14]=1[N+:17]([O-:19])=[O:18]. Given the reactants CC([CH:5]1[CH2:10][N:9]([C:11]2[CH:16]=[CH:15][C:14]([N+:17]([O-:19])=[O:18])=[C:13]([O:20][CH3:21])[CH:12]=2)[CH2:8][CH2:7][N:6]1C([O-])=O)(C)C.C(O)(C(F)(F)F)=O, predict the reaction product. (2) The product is: [F:29][C:30]1[CH:31]=[C:32]([O:27][C:25]2[CH:24]=[C:14]([CH:13]=[C:12]([O:11][C@@H:10]([CH3:28])[CH2:9][OH:8])[CH:26]=2)[C:15]([NH:17][C:18]2[CH:22]=[CH:21][N:20]([CH3:23])[N:19]=2)=[O:16])[CH:33]=[C:34]([F:36])[CH:35]=1. Given the reactants [Si]([O:8][CH2:9][C@H:10]([CH3:28])[O:11][C:12]1[CH:13]=[C:14]([CH:24]=[C:25]([OH:27])[CH:26]=1)[C:15]([NH:17][C:18]1[CH:22]=[CH:21][N:20]([CH3:23])[N:19]=1)=[O:16])(C(C)(C)C)(C)C.[F:29][C:30]1[CH:31]=[C:32](B(O)O)[CH:33]=[C:34]([F:36])[CH:35]=1.C(N(CC)CC)C, predict the reaction product. (3) Given the reactants O.[OH-].[Li+].[C:4]([C:8]1[CH:9]=[C:10]([C:50](=[O:52])[NH2:51])[C:11]([O:48][CH3:49])=[C:12]([NH:14][C:15](=[O:47])[NH:16][C:17]2[C:26]3[C:21](=[CH:22][CH:23]=[CH:24][CH:25]=3)[C:20]([O:27][C:28]3[CH:33]=[CH:32][N:31]=[C:30]([NH:34][C:35]4[CH:44]=[CH:43][C:38]([C:39]([O:41]C)=[O:40])=[C:37]([O:45][CH3:46])[CH:36]=4)[CH:29]=3)=[CH:19][CH:18]=2)[CH:13]=1)([CH3:7])([CH3:6])[CH3:5].CO.C(O)(=O)CC(CC(O)=O)(C(O)=O)O, predict the reaction product. The product is: [C:4]([C:8]1[CH:9]=[C:10]([C:50](=[O:52])[NH2:51])[C:11]([O:48][CH3:49])=[C:12]([NH:14][C:15](=[O:47])[NH:16][C:17]2[C:26]3[C:21](=[CH:22][CH:23]=[CH:24][CH:25]=3)[C:20]([O:27][C:28]3[CH:33]=[CH:32][N:31]=[C:30]([NH:34][C:35]4[CH:44]=[CH:43][C:38]([C:39]([OH:41])=[O:40])=[C:37]([O:45][CH3:46])[CH:36]=4)[CH:29]=3)=[CH:19][CH:18]=2)[CH:13]=1)([CH3:7])([CH3:5])[CH3:6]. (4) Given the reactants ON1C2C=CC=CC=2N=N1.Cl.[CH3:12][O:13][C:14](=[O:27])[C@H:15]([CH2:17][C:18]1[C:26]2[C:21](=[CH:22][CH:23]=[CH:24][CH:25]=2)[NH:20][CH:19]=1)[NH2:16].CN1CCOCC1.Cl.[CH3:36][N:37]([CH3:54])[C:38]1([C:48]2[CH:53]=[CH:52][CH:51]=[CH:50][CH:49]=2)[CH2:43][CH2:42][CH:41]([CH2:44][C:45](O)=[O:46])[CH2:40][CH2:39]1.C1(N=C=NC2CCCCC2)CCCCC1, predict the reaction product. The product is: [CH3:12][O:13][C:14](=[O:27])[C@@H:15]([NH:16][C:45](=[O:46])[CH2:44][CH:41]1[CH2:40][CH2:39][C:38]([N:37]([CH3:54])[CH3:36])([C:48]2[CH:49]=[CH:50][CH:51]=[CH:52][CH:53]=2)[CH2:43][CH2:42]1)[CH2:17][C:18]1[C:26]2[C:21](=[CH:22][CH:23]=[CH:24][CH:25]=2)[NH:20][CH:19]=1. (5) Given the reactants [F:1][C:2]([F:50])([F:49])[C:3]1[CH:4]=[C:5]([CH:46]=[CH:47][CH:48]=1)[CH2:6][NH:7][C:8]([C:10]1[CH:15]=[CH:14][N:13]=[C:12]([C:16]2[CH:21]=[C:20]([O:22][CH:23]([CH3:25])[CH3:24])[CH:19]=[CH:18][C:17]=2[NH:26][C:27]([C:29]2[CH:30]=[C:31]([CH:43]=[CH:44][CH:45]=2)[CH2:32][S:33][CH2:34][CH2:35][C:36]([O:38]C(C)(C)C)=[O:37])=[O:28])[CH:11]=1)=[O:9].FC(F)(F)C(O)=O, predict the reaction product. The product is: [F:50][C:2]([F:1])([F:49])[C:3]1[CH:4]=[C:5]([CH:46]=[CH:47][CH:48]=1)[CH2:6][NH:7][C:8]([C:10]1[CH:15]=[CH:14][N:13]=[C:12]([C:16]2[CH:21]=[C:20]([O:22][CH:23]([CH3:24])[CH3:25])[CH:19]=[CH:18][C:17]=2[NH:26][C:27]([C:29]2[CH:30]=[C:31]([CH:43]=[CH:44][CH:45]=2)[CH2:32][S:33][CH2:34][CH2:35][C:36]([OH:38])=[O:37])=[O:28])[CH:11]=1)=[O:9]. (6) Given the reactants [CH3:1][C@H:2]1[CH2:6][CH2:5][CH2:4][N:3]1[CH2:7][CH2:8][N:9]1[CH2:13][CH2:12][N:11]([CH:14]2[CH2:19][CH2:18][NH:17][CH2:16][CH2:15]2)[C:10]1=[C:20]([C:23]#[N:24])[C:21]#[N:22].C(=O)([O-])[O-].[K+].[K+].[CH:31](I)([CH3:33])[CH3:32].O, predict the reaction product. The product is: [CH:31]([N:17]1[CH2:18][CH2:19][CH:14]([N:11]2[CH2:12][CH2:13][N:9]([CH2:8][CH2:7][N:3]3[CH2:4][CH2:5][CH2:6][C@@H:2]3[CH3:1])[C:10]2=[C:20]([C:21]#[N:22])[C:23]#[N:24])[CH2:15][CH2:16]1)([CH3:33])[CH3:32]. (7) Given the reactants CC(OC(/N=N/C(OC(C)C)=O)=O)C.[NH2:15][C:16]1[N:20]([C:21]2[CH:22]=[C:23]([OH:27])[CH:24]=[CH:25][CH:26]=2)[N:19]=[C:18]([C:28]([CH3:31])([CH3:30])[CH3:29])[CH:17]=1.O[CH2:33][CH2:34][N:35]1[CH2:40][CH2:39][O:38][CH2:37][CH2:36]1.C1(P(C2C=CC=CC=2)C2C=CC=CC=2)C=CC=CC=1, predict the reaction product. The product is: [C:28]([C:18]1[CH:17]=[C:16]([NH2:15])[N:20]([C:21]2[CH:26]=[CH:25][CH:24]=[C:23]([O:27][CH2:33][CH2:34][N:35]3[CH2:40][CH2:39][O:38][CH2:37][CH2:36]3)[CH:22]=2)[N:19]=1)([CH3:31])([CH3:30])[CH3:29]. (8) Given the reactants [CH2:1]([C:3]1[O:4][C:5]([C:11]([F:14])([F:13])[F:12])=[C:6]([C:8]([OH:10])=O)[N:7]=1)[CH3:2].O1CCCC1.C(Cl)(=O)C(Cl)=O.[NH2:26][C:27]1[CH:28]=[C:29]([CH:46]=[CH:47][CH:48]=1)[O:30][C:31]1[CH:32]=[CH:33][C:34]2[N:35]([N:37]=[C:38]([NH:40][C:41]([CH:43]3[CH2:45][CH2:44]3)=[O:42])[N:39]=2)[CH:36]=1, predict the reaction product. The product is: [CH:43]1([C:41]([NH:40][C:38]2[N:39]=[C:34]3[CH:33]=[CH:32][C:31]([O:30][C:29]4[CH:28]=[C:27]([NH:26][C:8]([C:6]5[N:7]=[C:3]([CH2:1][CH3:2])[O:4][C:5]=5[C:11]([F:14])([F:13])[F:12])=[O:10])[CH:48]=[CH:47][CH:46]=4)=[CH:36][N:35]3[N:37]=2)=[O:42])[CH2:44][CH2:45]1.